This data is from NCI-60 drug combinations with 297,098 pairs across 59 cell lines. The task is: Regression. Given two drug SMILES strings and cell line genomic features, predict the synergy score measuring deviation from expected non-interaction effect. Drug 1: C1=CC(=CC=C1CCCC(=O)O)N(CCCl)CCCl. Drug 2: C1CCC(C(C1)N)N.C(=O)(C(=O)[O-])[O-].[Pt+4]. Cell line: NCI-H522. Synergy scores: CSS=18.4, Synergy_ZIP=-10.5, Synergy_Bliss=-7.82, Synergy_Loewe=-3.67, Synergy_HSA=-3.42.